Dataset: Catalyst prediction with 721,799 reactions and 888 catalyst types from USPTO. Task: Predict which catalyst facilitates the given reaction. (1) Reactant: [H-].[Na+].[NH:3]1[CH:7]=[CH:6][N:5]=[N:4]1.[CH3:8][Si:9]([CH3:16])([CH3:15])[CH2:10][CH2:11][O:12][CH2:13]Cl. Product: [CH3:8][Si:9]([CH3:16])([CH3:15])[CH2:10][CH2:11][O:12][CH2:13][N:3]1[CH:7]=[CH:6][N:5]=[N:4]1. The catalyst class is: 1. (2) Reactant: [F:1][C:2]([F:13])([F:12])[C:3]1([C:6]2[S:10][C:9]([NH2:11])=[N:8][N:7]=2)[CH2:5][CH2:4]1.CN(C)[CH:16]=[O:17]. Product: [O:17]1[CH2:16][CH2:5][CH2:4][C@@H:3]1[CH2:2][N:8]1[N:7]=[C:6]([C:3]2([C:2]([F:1])([F:12])[F:13])[CH2:5][CH2:4]2)[S:10][C:9]1=[NH:11]. The catalyst class is: 682. (3) Reactant: COC1C=CC(C(F)(F)F)=CC=1N.C1N=C[N:16]([C:19](N2C=NC=C2)=[O:20])C=1.[CH3:26][NH:27][C:28]([C:30]1[CH:35]=[C:34]([O:36][C:37]2[CH:43]=[CH:42][C:40]([NH2:41])=[CH:39][CH:38]=2)[CH:33]=[CH:32][N:31]=1)=[O:29].O. Product: [CH3:26][NH:27][C:28]([C:30]1[CH:35]=[C:34]([O:36][C:37]2[CH:43]=[CH:42][C:40]([NH:41][C:19]([NH2:16])=[O:20])=[CH:39][CH:38]=2)[CH:33]=[CH:32][N:31]=1)=[O:29]. The catalyst class is: 2. (4) Reactant: C(O)(=O)C.[Cl:5][C:6]1[CH:19]=[CH:18][C:9]([CH2:10][C:11]2[CH:12]=[C:13]([CH:16]=O)[S:14][CH:15]=2)=[CH:8][CH:7]=1.[S:20]1[CH2:26][C:24](=[O:25])[NH:23][C:21]1=[S:22].C([O-])(=O)C.[Na+]. Product: [Cl:5][C:6]1[CH:19]=[CH:18][C:9]([CH2:10][C:11]2[CH:12]=[C:13]([CH:16]=[C:26]3[S:20][C:21](=[S:22])[NH:23][C:24]3=[O:25])[S:14][CH:15]=2)=[CH:8][CH:7]=1. The catalyst class is: 6.